This data is from Reaction yield outcomes from USPTO patents with 853,638 reactions. The task is: Predict the reaction yield, written as a fraction of the theoretical maximum amount of product (1.0 means a 100% yield; for example, 0.34 means a 34% yield). (1) The reactants are [C:1]([O-:4])(=O)[CH3:2].[Na+].[CH2:6]1[C:11](=O)N(Br)[C:8](=O)[CH2:7]1. The catalyst is CC1(C)N([O])C(C)(C)CCC1.C(OCC)(=O)C. The product is [CH2:8]([CH2:2][CH:1]=[O:4])[CH2:7][C:6]1[CH:11]=[CH:8][CH:7]=[CH:6][CH:11]=1. The yield is 0.850. (2) The product is [C:27]([O:31][C:25](=[O:39])[NH:22][C:6]1[C:7]([O:9][C:10]2[CH:15]=[CH:14][CH:13]=[CH:12][C:11]=2[CH3:16])=[N:8][C:3]([S:2][CH3:1])=[N:4][CH:5]=1)([CH3:30])([CH3:29])[CH3:28]. The catalyst is C1COCC1. The yield is 0.710. The reactants are [CH3:1][S:2][C:3]1[N:8]=[C:7]([O:9][C:10]2[CH:15]=[CH:14][CH:13]=[CH:12][C:11]=2[CH3:16])[C:6](C(O)=O)=[CH:5][N:4]=1.C([N:22]([CH2:25]C)CC)C.[C:27]([OH:31])([CH3:30])([CH3:29])[CH3:28].C1(P(N=[N+]=[N-])(C2C=CC=CC=2)=[O:39])C=CC=CC=1.